From a dataset of Reaction yield outcomes from USPTO patents with 853,638 reactions. Predict the reaction yield, written as a fraction of the theoretical maximum amount of product (1.0 means a 100% yield; for example, 0.34 means a 34% yield). (1) The reactants are [CH:1]1([CH2:6][N:7]([C:10]2[CH:18]=[C:17]3[C:13]([CH2:14][CH2:15][CH2:16]3)=[CH:12][C:11]=2[CH:19]=O)[CH2:8][CH3:9])[CH2:5][CH2:4][CH2:3][CH2:2]1.[F:21][C:22]([F:36])([F:35])[C:23]1[CH:24]=[C:25]([CH:28]=[C:29]([C:31]([F:34])([F:33])[F:32])[CH:30]=1)[CH2:26][NH2:27].C(O[BH-](OC(=O)C)OC(=O)C)(=O)C.[Na+]. The catalyst is ClCCl. The product is [CH:1]1([CH2:6][N:7]([CH2:8][CH3:9])[C:10]2[CH:18]=[C:17]3[C:13](=[CH:12][C:11]=2[CH2:19][NH:27][CH2:26][C:25]2[CH:28]=[C:29]([C:31]([F:32])([F:33])[F:34])[CH:30]=[C:23]([C:22]([F:21])([F:35])[F:36])[CH:24]=2)[CH2:14][CH2:15][CH2:16]3)[CH2:5][CH2:4][CH2:3][CH2:2]1. The yield is 0.830. (2) The reactants are [CH2:1]([C:3]1[N:8]=[C:7]2[S:9][C:10]3[CH2:15][CH2:14][CH2:13][CH2:12][C:11]=3[C:6]2=[C:5]([C:16]2[CH:21]=[CH:20][C:19]([CH3:22])=[CH:18][CH:17]=2)[C:4]=1[CH:23]([CH2:29][CH2:30][CH3:31])[C:24]([O:26]CC)=[O:25])[CH3:2].[OH-].[Na+]. The catalyst is CO.C(O)C. The product is [CH2:1]([C:3]1[N:8]=[C:7]2[S:9][C:10]3[CH2:15][CH2:14][CH2:13][CH2:12][C:11]=3[C:6]2=[C:5]([C:16]2[CH:17]=[CH:18][C:19]([CH3:22])=[CH:20][CH:21]=2)[C:4]=1[CH:23]([CH2:29][CH2:30][CH3:31])[C:24]([OH:26])=[O:25])[CH3:2]. The yield is 0.680. (3) The yield is 0.840. The product is [Cl:8][C:9]1[CH:10]=[CH:11][C:12]([F:22])=[C:13]([C:15]2[N:20]=[C:19]([OH:21])[C:18]([I:30])=[CH:17][N:16]=2)[CH:14]=1. The reactants are N1C=CC=NC1=O.[Cl:8][C:9]1[CH:10]=[CH:11][C:12]([F:22])=[C:13]([C:15]2[N:20]=[C:19]([OH:21])[CH:18]=[CH:17][N:16]=2)[CH:14]=1.C1C(=O)N([I:30])C(=O)C1. The catalyst is C(Cl)(Cl)Cl. (4) The reactants are [N+:1]([C:4]1[CH:12]=[C:11]2[C:7]([CH:8]=[CH:9][N:10]2[CH2:13][C:14]([O:16][C:17]([CH3:20])([CH3:19])[CH3:18])=[O:15])=[CH:6][CH:5]=1)([O-])=O.[Cl-].[NH4+]. The catalyst is [Fe].C(O)C. The product is [NH2:1][C:4]1[CH:12]=[C:11]2[C:7]([CH:8]=[CH:9][N:10]2[CH2:13][C:14]([O:16][C:17]([CH3:20])([CH3:19])[CH3:18])=[O:15])=[CH:6][CH:5]=1. The yield is 0.610. (5) The reactants are [Cl:1][C:2]1[C:11]([O:12][CH2:13][C:14]2[CH:19]=[CH:18][C:17]([O:20][CH3:21])=[CH:16][CH:15]=2)=[C:10]([O:22][CH2:23][C:24]2[CH:29]=[CH:28][C:27]([O:30][CH3:31])=[CH:26][CH:25]=2)[CH:9]=[C:8]2[C:3]=1[C:4](=[O:36])[C:5]([CH:34]=O)=[CH:6][N:7]2[CH2:32][CH3:33].[NH:37]1[CH2:41][CH2:40][CH2:39][CH2:38]1.C(O[BH-](OC(=O)C)OC(=O)C)(=O)C.[Na+].C(Cl)Cl. The catalyst is ClCCCl. The product is [Cl:1][C:2]1[C:11]([O:12][CH2:13][C:14]2[CH:15]=[CH:16][C:17]([O:20][CH3:21])=[CH:18][CH:19]=2)=[C:10]([O:22][CH2:23][C:24]2[CH:25]=[CH:26][C:27]([O:30][CH3:31])=[CH:28][CH:29]=2)[CH:9]=[C:8]2[C:3]=1[C:4](=[O:36])[C:5]([CH2:34][N:37]1[CH2:41][CH2:40][CH2:39][CH2:38]1)=[CH:6][N:7]2[CH2:32][CH3:33]. The yield is 0.880. (6) The reactants are CN(C(ON1N=NC2C=CC=NC1=2)=[N+](C)C)C.F[P-](F)(F)(F)(F)F.[NH2:25][C:26]1[C:27]([C:36]([OH:38])=O)=[CH:28][C:29]2[C:34]([CH:35]=1)=[CH:33][CH:32]=[CH:31][CH:30]=2.Cl.[NH2:40][C@H:41]([C:50]([O:52][C:53]([CH3:56])([CH3:55])[CH3:54])=[O:51])[CH2:42][C:43]([O:45][C:46]([CH3:49])([CH3:48])[CH3:47])=[O:44].C(N(CC)C(C)C)(C)C.C([O-])(O)=O.[Na+]. The catalyst is CN(C=O)C.C(OCC)(=O)C. The product is [NH2:25][C:26]1[C:27]([C:36]([NH:40][C@H:41]([C:50]([O:52][C:53]([CH3:56])([CH3:55])[CH3:54])=[O:51])[CH2:42][C:43]([O:45][C:46]([CH3:48])([CH3:49])[CH3:47])=[O:44])=[O:38])=[CH:28][C:29]2[C:34]([CH:35]=1)=[CH:33][CH:32]=[CH:31][CH:30]=2. The yield is 0.760. (7) The reactants are C([N:8]1[CH2:13][CH2:12][N:11]([CH2:14][CH2:15][C:16]2[CH:21]=[CH:20][N:19]=[CH:18][CH:17]=2)[CH2:10][CH2:9]1)(OC(C)(C)C)=O.[ClH:22]. The catalyst is CO. The product is [ClH:22].[N:19]1[CH:20]=[CH:21][C:16]([CH2:15][CH2:14][N:11]2[CH2:12][CH2:13][NH:8][CH2:9][CH2:10]2)=[CH:17][CH:18]=1. The yield is 0.920.